Dataset: Catalyst prediction with 721,799 reactions and 888 catalyst types from USPTO. Task: Predict which catalyst facilitates the given reaction. (1) Reactant: C([O:8][C:9]1[CH:14]=[CH:13][C:12]([C:15]([N:17]2[CH2:22][CH2:21][O:20][CH2:19][CH2:18]2)=[O:16])=[C:11]([O:23][CH3:24])[CH:10]=1)C1C=CC=CC=1.C([O-])=O.[NH4+]. Product: [OH:8][C:9]1[CH:14]=[CH:13][C:12]([C:15]([N:17]2[CH2:18][CH2:19][O:20][CH2:21][CH2:22]2)=[O:16])=[C:11]([O:23][CH3:24])[CH:10]=1. The catalyst class is: 43. (2) Reactant: [F:1][C:2]([F:23])([F:22])[C:3]1[CH:4]=[CH:5][C:6]([N:9]2[CH2:14][CH2:13][N:12]([C:15]3([C:18]([O:20]C)=[O:19])[CH2:17][CH2:16]3)[CH2:11][CH2:10]2)=[N:7][CH:8]=1.[OH-].[Na+]. Product: [F:23][C:2]([F:1])([F:22])[C:3]1[CH:4]=[CH:5][C:6]([N:9]2[CH2:14][CH2:13][N:12]([C:15]3([C:18]([OH:20])=[O:19])[CH2:17][CH2:16]3)[CH2:11][CH2:10]2)=[N:7][CH:8]=1. The catalyst class is: 83. (3) Reactant: [CH3:1][O:2][C:3]1[CH:8]=[CH:7][C:6]([CH:9]=[C:10]([CH3:25])[C:11](=[O:24])[C:12]2[CH:17]=[C:16]([O:18][CH3:19])[C:15]([O:20][CH3:21])=[C:14]([O:22][CH3:23])[CH:13]=2)=[CH:5][C:4]=1[NH:26][C:27](=[O:39])[C@:28]([NH2:38])(C(OC(C)(C)C)=O)[CH2:29][OH:30].Cl.C(=O)([O-])O.[Na+]. Product: [CH3:1][O:2][C:3]1[CH:8]=[CH:7][C:6]([CH:9]=[C:10]([CH3:25])[C:11](=[O:24])[C:12]2[CH:13]=[C:14]([O:22][CH3:23])[C:15]([O:20][CH3:21])=[C:16]([O:18][CH3:19])[CH:17]=2)=[CH:5][C:4]=1[NH:26][C:27](=[O:39])[C@@H:28]([NH2:38])[CH2:29][OH:30]. The catalyst class is: 38. (4) Reactant: [CH2:1]([O:3][C:4](=[O:18])[NH:5][C:6]1[CH:7]=[CH:8][C:9]2[C:15](=[O:16])[CH2:14][CH2:13][CH2:12][CH2:11][C:10]=2[CH:17]=1)[CH3:2].C([Li])CCC.O1C[C@@H]1[CH2:27][NH:28][C:29](=[O:31])[CH3:30]. Product: [O:18]=[C:4]1[N:5]([C:6]2[CH:7]=[CH:8][C:9]3[C:15](=[O:16])[CH2:14][CH2:13][CH2:12][CH2:11][C:10]=3[CH:17]=2)[CH2:2][C@H:1]([CH2:27][NH:28][C:29](=[O:31])[CH3:30])[O:3]1. The catalyst class is: 7. (5) Reactant: N1C2C(=CC=CC=2)C=C1.[CH2:10]([O:12][C:13]([C:15]1[NH:16][C:17]2[C:22]([CH:23]=1)=[CH:21][CH:20]=[CH:19][CH:18]=2)=[O:14])[CH3:11].[O-]S(C(F)(F)F)(=O)=O.F[N+]1C(C)=CC(C)=CC=1C.S(Cl)([Cl:45])(=O)=O. Product: [CH2:10]([O:12][C:13]([C:15]1[NH:16][C:17]2[C:22]([C:23]=1[Cl:45])=[CH:21][CH:20]=[CH:19][CH:18]=2)=[O:14])[CH3:11]. The catalyst class is: 48. (6) Reactant: [Cl:1][C:2]1[CH:3]=[C:4]([CH:15]=[CH:16][CH:17]=1)[CH2:5][CH2:6][C:7]1[N:12]=[C:11]([Cl:13])[CH:10]=[C:9](Cl)[N:8]=1.C[Si](C)(C)[N:20]1[CH:24]=[CH:23][N:22]=[CH:21]1.[F-].[Cs+].CCCCCC. Product: [Cl:13][C:11]1[CH:10]=[C:9]([N:20]2[CH:24]=[CH:23][N:22]=[CH:21]2)[N:8]=[C:7]([CH2:6][CH2:5][C:4]2[CH:15]=[CH:16][CH:17]=[C:2]([Cl:1])[CH:3]=2)[N:12]=1. The catalyst class is: 39. (7) Reactant: [C:1]([O:4][C:5]1[CH:13]=[CH:12][C:8]([C:9]([OH:11])=O)=[CH:7][CH:6]=1)(=[O:3])[CH3:2].S(Cl)(Cl)=O.[N:18]1([C:24]([O:26][C:27]([CH3:30])([CH3:29])[CH3:28])=[O:25])[CH2:23][CH2:22][NH:21][CH2:20][CH2:19]1.N1C=CC=CC=1. Product: [C:1]([O:4][C:5]1[CH:6]=[CH:7][C:8]([C:9]([N:21]2[CH2:20][CH2:19][N:18]([C:24]([O:26][C:27]([CH3:30])([CH3:29])[CH3:28])=[O:25])[CH2:23][CH2:22]2)=[O:11])=[CH:12][CH:13]=1)(=[O:3])[CH3:2]. The catalyst class is: 59.